This data is from Forward reaction prediction with 1.9M reactions from USPTO patents (1976-2016). The task is: Predict the product of the given reaction. (1) Given the reactants [C:1](O)(=O)[CH2:2][CH2:3]C#C.O[CH2:9]C1C=CC(O)=CC=1.C1CCC(N=C=NC2CCCCC2)CC1.[C:32]([O:35][CH2:36][CH3:37])(=[O:34])[CH3:33].[CH2:38]1[CH2:42][O:41][CH2:40][CH2:39]1, predict the reaction product. The product is: [CH3:3][C:2]1[CH:1]=[C:42]([CH:38]=[C:39]([CH3:9])[CH:40]=1)[O:41][CH2:33][C:32]([O:35][CH2:36][CH3:37])=[O:34]. (2) Given the reactants [O:1]1[C@H:7]2[C@@H:2]1[C:3]([CH3:18])([CH3:17])[O:4][C:5]1[CH:11]=[C:10]([N+:12]([O-:14])=[O:13])[C:9]([O:15][CH3:16])=[CH:8][C:6]=12.Cl([O-])(=O)(=O)=O.[Li+].[C:25]1([CH2:31][CH2:32][NH2:33])[CH:30]=[CH:29][CH:28]=[CH:27][CH:26]=1.[Cl-].[NH4+], predict the reaction product. The product is: [CH3:16][O:15][C:9]1[C:10]([N+:12]([O-:14])=[O:13])=[CH:11][C:5]2[O:4][C:3]([CH3:18])([CH3:17])[C@H:2]([OH:1])[C@@H:7]([NH:33][CH2:32][CH2:31][C:25]3[CH:30]=[CH:29][CH:28]=[CH:27][CH:26]=3)[C:6]=2[CH:8]=1. (3) Given the reactants [Mg].[CH:2]1(Br)[CH2:8][CH2:7][CH2:6][CH2:5][CH2:4][CH2:3]1.[Cl-].[Li+].[Cu](C#N)C#N.C1([Mg]Br)CCCCCC1.[C:26]([O:30][CH3:31])(=[O:29])[C:27]#[CH:28].[I:32]I, predict the reaction product. The product is: [CH3:31][O:30][C:26](=[O:29])/[C:27](/[I:32])=[CH:28]\[CH:2]1[CH2:8][CH2:7][CH2:6][CH2:5][CH2:4][CH2:3]1.